Dataset: Reaction yield outcomes from USPTO patents with 853,638 reactions. Task: Predict the reaction yield, written as a fraction of the theoretical maximum amount of product (1.0 means a 100% yield; for example, 0.34 means a 34% yield). (1) The reactants are [CH:1]([C:3]1[CH:4]=[C:5]([CH2:10][CH2:11][C:12]([OH:14])=[O:13])[CH:6]=[CH:7][C:8]=1[OH:9])=O.[NH2:15][C:16]1[CH:21]=[CH:20][CH:19]=[CH:18][C:17]=1[OH:22]. The catalyst is C(O)C. The product is [OH:9][C:8]1[CH:7]=[CH:6][C:5]([CH2:10][CH2:11][C:12]([OH:14])=[O:13])=[CH:4][C:3]=1[CH:1]=[N:15][C:16]1[CH:21]=[CH:20][CH:19]=[CH:18][C:17]=1[OH:22]. The yield is 0.770. (2) The reactants are [NH2:1][C:2]1[CH:7]=[CH:6][C:5]([OH:8])=[CH:4][CH:3]=1.C(N(CC)CC)C.[C:16](Cl)(=[O:23])[C:17]1[CH:22]=[CH:21][CH:20]=[CH:19][CH:18]=1. The catalyst is CN(C=O)C. The product is [OH:8][C:5]1[CH:6]=[CH:7][C:2]([NH:1][C:16](=[O:23])[C:17]2[CH:22]=[CH:21][CH:20]=[CH:19][CH:18]=2)=[CH:3][CH:4]=1. The yield is 0.960.